The task is: Predict the reaction yield, written as a fraction of the theoretical maximum amount of product (1.0 means a 100% yield; for example, 0.34 means a 34% yield).. This data is from Reaction yield outcomes from USPTO patents with 853,638 reactions. (1) The reactants are [P:1]([Cl:4])(Cl)Cl.[CH2:5]([NH:7][CH2:8][CH3:9])[CH3:6]. The catalyst is C(OCC)C. The product is [Cl:4][P:1]([N:7]([CH2:8][CH3:9])[CH2:5][CH3:6])[N:7]([CH2:8][CH3:9])[CH2:5][CH3:6]. The yield is 0.530. (2) The reactants are [C:1]([O:5][C:6](=[O:22])[N:7](C1C=CC(Br)=CC=1)[CH2:8][C:9]1[CH:14]=[CH:13][CH:12]=[CH:11][CH:10]=1)([CH3:4])([CH3:3])[CH3:2].Br[C:24]1[CH:29]=[CH:28][C:27](C([C:24]2[CH:29]=[CH:28][CH:27]=[CH:26][CH:25]=2)N)=[CH:26][CH:25]=1.[PH2:38]([O-:40])=[O:39].[NH3+]C1C=CC=CC=1.CCN(CC)CC. The catalyst is C1COCC1.C1C=CC(P(C2C=CC=CC=2)[C-]2C=CC=C2)=CC=1.C1C=CC(P(C2C=CC=CC=2)[C-]2C=CC=C2)=CC=1.Cl[Pd]Cl.[Fe+2]. The product is [C:1]([O:5][C:6]([NH:7][CH:8]([C:9]1[CH:10]=[CH:11][CH:12]=[CH:13][CH:14]=1)[C:24]1[CH:29]=[CH:28][C:27]([PH:38](=[O:39])[OH:40])=[CH:26][CH:25]=1)=[O:22])([CH3:2])([CH3:3])[CH3:4]. The yield is 0.730. (3) The reactants are [NH2:1][CH2:2][CH:3]([C:5]([OH:7])=[O:6])[OH:4].[ClH:8].[CH3:9]O. No catalyst specified. The product is [ClH:8].[NH2:1][CH2:2][CH:3]([OH:4])[C:5]([O:7][CH3:9])=[O:6]. The yield is 0.920. (4) The reactants are [Br:1][C:2]1[CH:7]=[C:6]([CH2:8][CH3:9])[C:5]([NH:10][C:11](=O)[C:12]2[CH:17]=[CH:16][CH:15]=[CH:14][CH:13]=2)=[C:4]([CH2:19][CH3:20])[CH:3]=1.P(Cl)(Cl)(Cl)(Cl)Cl.P(Cl)(Cl)(Cl)=O.CO[CH:34](OC)[CH2:35][NH2:36].Cl. The catalyst is CC(O)C. The product is [Br:1][C:2]1[CH:7]=[C:6]([CH2:8][CH3:9])[C:5]([N:10]2[CH:34]=[CH:35][N:36]=[C:11]2[C:12]2[CH:17]=[CH:16][CH:15]=[CH:14][CH:13]=2)=[C:4]([CH2:19][CH3:20])[CH:3]=1. The yield is 0.830. (5) The reactants are [OH:1][CH2:2][C:3]1[CH:19]=[CH:18][C:6]2[S:7][CH:8]=[C:9]([C:10]3[CH:15]=[CH:14][C:13]([OH:16])=[CH:12][C:11]=3[CH3:17])[C:5]=2[CH:4]=1.[O:20]1[C:22]2([CH2:27][CH2:26][S:25](=[O:29])(=[O:28])[CH2:24][CH2:23]2)[CH2:21]1.C([O-])([O-])=O.[K+].[K+]. The catalyst is CN(C=O)C. The product is [OH:20][C:22]1([CH2:21][O:16][C:13]2[CH:14]=[CH:15][C:10]([C:9]3[C:5]4[CH:4]=[C:3]([CH2:2][OH:1])[CH:19]=[CH:18][C:6]=4[S:7][CH:8]=3)=[C:11]([CH3:17])[CH:12]=2)[CH2:27][CH2:26][S:25](=[O:29])(=[O:28])[CH2:24][CH2:23]1. The yield is 0.940.